This data is from CYP2D6 inhibition data for predicting drug metabolism from PubChem BioAssay. The task is: Regression/Classification. Given a drug SMILES string, predict its absorption, distribution, metabolism, or excretion properties. Task type varies by dataset: regression for continuous measurements (e.g., permeability, clearance, half-life) or binary classification for categorical outcomes (e.g., BBB penetration, CYP inhibition). Dataset: cyp2d6_veith. (1) The compound is O=C(CSc1ccccc1C(=O)O)NCc1ccco1. The result is 0 (non-inhibitor). (2) The result is 1 (inhibitor). The drug is O=C(Nc1ccc(F)cc1)Nc1nnc(-c2ccncc2)s1. (3) The compound is NC(=O)c1ccc(C(=O)Nc2ccc([As](=O)(O)O)cc2)cc1. The result is 0 (non-inhibitor).